This data is from Reaction yield outcomes from USPTO patents with 853,638 reactions. The task is: Predict the reaction yield, written as a fraction of the theoretical maximum amount of product (1.0 means a 100% yield; for example, 0.34 means a 34% yield). (1) The reactants are [NH:1]1[CH2:5][CH2:4][CH2:3][CH:2]1[C:6]([OH:8])=O.[CH3:9][C:10]1[N:11]=[C:12]([NH2:21])[S:13][C:14]=1[CH2:15][CH2:16][O:17][N+:18]([O-:20])=[O:19]. No catalyst specified. The product is [CH3:9][C:10]1[N:11]=[C:12]([NH:21][C:6]([CH:2]2[CH2:3][CH2:4][CH2:5][NH:1]2)=[O:8])[S:13][C:14]=1[CH2:15][CH2:16][O:17][N+:18]([O-:20])=[O:19]. The yield is 0.550. (2) The yield is 0.770. The product is [CH3:1][O:2][C:3](=[O:41])[C:4]1[CH:9]=[CH:8][C:7]([CH2:10][N:11]2[CH:15]=[C:14]([C:16]3[CH:21]=[CH:20][C:19]([Cl:22])=[CH:18][C:17]=3[Cl:23])[N:13]=[C:12]2/[CH:24]=[CH:25]/[C:26]2[CH:31]=[CH:30][C:29]([C:32]3[CH:37]=[CH:36][C:35]([O:38][CH3:39])=[C:34]([NH:40][S:43]([CH3:42])(=[O:45])=[O:44])[CH:33]=3)=[CH:28][CH:27]=2)=[CH:6][CH:5]=1. No catalyst specified. The reactants are [CH3:1][O:2][C:3](=[O:41])[C:4]1[CH:9]=[CH:8][C:7]([CH2:10][N:11]2[CH:15]=[C:14]([C:16]3[CH:21]=[CH:20][C:19]([Cl:22])=[CH:18][C:17]=3[Cl:23])[N:13]=[C:12]2/[CH:24]=[CH:25]/[C:26]2[CH:31]=[CH:30][C:29]([C:32]3[CH:37]=[CH:36][C:35]([O:38][CH3:39])=[C:34]([NH2:40])[CH:33]=3)=[CH:28][CH:27]=2)=[CH:6][CH:5]=1.[CH3:42][S:43](Cl)(=[O:45])=[O:44]. (3) The yield is 0.990. The catalyst is C1(C)C=CC=CC=1. The reactants are [CH3:1][O:2][C:3]1[CH:4]=[C:5]([CH:9]2[CH2:14][CH2:13][CH2:12][CH2:11][C:10]2=O)[CH:6]=[CH:7][CH:8]=1.[C:16]([CH:21]=P(C1C=CC=CC=1)(C1C=CC=CC=1)C1C=CC=CC=1)([O:18][CH2:19][CH3:20])=[O:17]. The product is [CH2:19]([O:18][C:16](=[O:17])[CH:21]=[C:10]1[CH2:11][CH2:12][CH2:13][CH2:14][CH:9]1[C:5]1[CH:6]=[CH:7][CH:8]=[C:3]([O:2][CH3:1])[CH:4]=1)[CH3:20]. (4) The reactants are [Br:1][C:2]1[CH:3]=[C:4]([C:9]2[CH:21]=[CH:20][C:12]3[NH:13][C:14](=[O:19])[O:15][C:16]([CH3:18])([CH3:17])[C:11]=3[CH:10]=2)[CH:5]=[C:6]([F:8])[CH:7]=1.[H-].[Na+].I[CH3:25].[Cl-].[NH4+]. The catalyst is CN(C=O)C. The product is [Br:1][C:2]1[CH:3]=[C:4]([C:9]2[CH:21]=[CH:20][C:12]3[N:13]([CH3:25])[C:14](=[O:19])[O:15][C:16]([CH3:17])([CH3:18])[C:11]=3[CH:10]=2)[CH:5]=[C:6]([F:8])[CH:7]=1. The yield is 0.870.